Dataset: Forward reaction prediction with 1.9M reactions from USPTO patents (1976-2016). Task: Predict the product of the given reaction. (1) Given the reactants [CH3:1][C:2]1[O:3][C:4]2[C:9]([C:10](=[O:12])[CH:11]=1)=[CH:8][CH:7]=[CH:6][C:5]=2[CH:13]=O.[CH3:15][C:16](=O)[CH2:17][C:18](=[O:20])[CH3:19].[NH2:22]/[C:23](/[CH3:32])=[CH:24]\[C:25]([O:27][C:28]([CH3:31])([CH3:30])[CH3:29])=[O:26].C(O)(=O)C, predict the reaction product. The product is: [C:18]([C:17]1[CH:13]([C:5]2[CH:6]=[CH:7][CH:8]=[C:9]3[C:4]=2[O:3][C:2]([CH3:1])=[CH:11][C:10]3=[O:12])[C:24]([C:25]([O:27][C:28]([CH3:31])([CH3:30])[CH3:29])=[O:26])=[C:23]([CH3:32])[NH:22][C:16]=1[CH3:15])(=[O:20])[CH3:19]. (2) The product is: [I:1][N:13]1[C:9]2=[N:10][CH:11]=[CH:12][C:7]([O:6][CH:4]([CH3:3])[CH3:5])=[C:8]2[CH:15]=[CH:14]1. Given the reactants [I:1]I.[CH3:3][CH:4]([O:6][C:7]1[CH:12]=[CH:11][N:10]=[C:9]2[NH:13][CH:14]=[CH:15][C:8]=12)[CH3:5].[OH-].[K+], predict the reaction product. (3) The product is: [CH3:19][O:18][CH2:17][O:16][CH2:15][CH2:14][CH2:13][C:11]1[C:10]([CH:20]([CH3:22])[CH3:21])=[N:9][NH:8][CH:12]=1. Given the reactants C([N:8]1[CH:12]=[C:11]([CH2:13][CH2:14][CH2:15][O:16][CH2:17][O:18][CH3:19])[C:10]([CH:20]([CH3:22])[CH3:21])=[N:9]1)C1C=CC=CC=1, predict the reaction product.